The task is: Predict the reactants needed to synthesize the given product.. This data is from Full USPTO retrosynthesis dataset with 1.9M reactions from patents (1976-2016). (1) Given the product [C:3]([O:7][C:8](=[O:33])[N:9]([CH3:32])[C:10]12[CH2:15][CH:14]1[CH2:13][NH:12][CH:11]2[C:26]1[CH:27]=[CH:28][CH:29]=[CH:30][CH:31]=1)([CH3:6])([CH3:5])[CH3:4], predict the reactants needed to synthesize it. The reactants are: [Na].N.[C:3]([O:7][C:8](=[O:33])[N:9]([CH3:32])[C:10]12[CH2:15][CH:14]1[CH2:13][N:12](S(C1C=CC(C)=CC=1)(=O)=O)[CH:11]2[C:26]1[CH:31]=[CH:30][CH:29]=[CH:28][CH:27]=1)([CH3:6])([CH3:5])[CH3:4].[Cl-].[NH4+]. (2) Given the product [CH2:1]([C:5]1[N:10]=[C:9]([CH3:11])[N:8]([C:12]2[CH:13]=[C:14]3[C:18](=[CH:19][CH:20]=2)[CH2:17][CH2:16][CH:15]3[OH:21])[C:7](=[O:29])[C:6]=1[CH2:30][C:31]1[CH:36]=[CH:35][C:34]([C:37]2[CH:42]=[CH:41][CH:40]=[CH:39][C:38]=2[C:43]2[NH:47][C:46](=[O:48])[O:45][N:44]=2)=[CH:33][CH:32]=1)[CH2:2][CH2:3][CH3:4], predict the reactants needed to synthesize it. The reactants are: [CH2:1]([C:5]1[N:10]=[C:9]([CH3:11])[N:8]([C:12]2[CH:13]=[C:14]3[C:18](=[CH:19][CH:20]=2)[CH2:17][CH2:16][CH:15]3[O:21][Si](C(C)(C)C)(C)C)[C:7](=[O:29])[C:6]=1[CH2:30][C:31]1[CH:36]=[CH:35][C:34]([C:37]2[CH:42]=[CH:41][CH:40]=[CH:39][C:38]=2[C:43]2[NH:47][C:46](=[O:48])[O:45][N:44]=2)=[CH:33][CH:32]=1)[CH2:2][CH2:3][CH3:4].[F-].C([N+](CCCC)(CCCC)CCCC)CCC.C(OCC)(=O)C.O. (3) The reactants are: C([O:3][C:4]([C:6]1[NH:7][C:8]2[C:13]([C:14]=1[CH2:15][N:16]1[CH2:21][CH2:20][CH:19]([C:22]3[C:27]([Cl:28])=[CH:26][CH:25]=[CH:24][C:23]=3[Cl:29])[CH2:18][CH2:17]1)=[CH:12][CH:11]=[CH:10][CH:9]=2)=O)C.CC(C[AlH]CC(C)C)C. Given the product [NH4+:7].[OH-:3].[ClH:28].[Cl:28][C:27]1[CH:26]=[CH:25][CH:24]=[C:23]([Cl:29])[C:22]=1[CH:19]1[CH2:20][CH2:21][N:16]([CH2:15][C:14]2[C:13]3[C:8](=[CH:9][CH:10]=[CH:11][CH:12]=3)[NH:7][C:6]=2[CH2:4][OH:3])[CH2:17][CH2:18]1, predict the reactants needed to synthesize it.